Dataset: Full USPTO retrosynthesis dataset with 1.9M reactions from patents (1976-2016). Task: Predict the reactants needed to synthesize the given product. (1) Given the product [Br:16][CH2:4][CH2:5][C:6]1[CH:7]=[C:8]([O:9][CH3:10])[C:3]([O:2][CH3:1])=[C:27]([O:26][CH3:25])[CH:28]=1, predict the reactants needed to synthesize it. The reactants are: [CH3:1][O:2][C:3]1[CH:4]=[C:5](CO)[CH:6]=[C:7](OC)[C:8]=1[O:9][CH3:10].P(Br)(Br)[Br:16].C([O-])(O)=O.[Na+].C[CH2:25][O:26][CH2:27][CH3:28]. (2) Given the product [F:19][CH:20]1[CH2:25][CH2:24][N:23]([C:2]2[CH:7]=[CH:6][N:5]3[CH:8]=[C:9]([C:11]4[CH:16]=[CH:15][C:14]([CH3:17])=[CH:13][CH:12]=4)[N:10]=[C:4]3[CH:3]=2)[CH2:22][CH2:21]1, predict the reactants needed to synthesize it. The reactants are: Br[C:2]1[CH:7]=[CH:6][N:5]2[CH:8]=[C:9]([C:11]3[CH:16]=[CH:15][C:14]([CH3:17])=[CH:13][CH:12]=3)[N:10]=[C:4]2[CH:3]=1.Cl.[F:19][CH:20]1[CH2:25][CH2:24][NH:23][CH2:22][CH2:21]1. (3) The reactants are: [F:1][C:2]1[CH:7]=[C:6]([F:8])[CH:5]=[CH:4][C:3]=1[C@@:9]([OH:38])([CH2:32][N:33]1[CH:37]=[N:36][CH:35]=[N:34]1)[C@H:10]([S:12][C@@H:13]1[CH2:18][O:17][C@@H:16](/[CH:19]=[CH:20]/[CH:21]=[CH:22]/[C:23]2[CH:30]=[CH:29][C:26]([C:27]#[N:28])=[CH:25][C:24]=2[F:31])[O:15][CH2:14]1)[CH3:11].[H-].[Na+].[CH2:41]([O:44][P:45]([O:51][CH2:52][C:53]1[CH:61]=[CH:60][C:59]([CH3:62])=[CH:58][C:54]=1[C:55](Cl)=[O:56])([O:47][CH2:48][CH:49]=[CH2:50])=[O:46])[CH:42]=[CH2:43]. Given the product [CH2:48]([O:47][P:45]([O:51][CH2:52][C:53]1[CH:61]=[CH:60][C:59]([CH3:62])=[CH:58][C:54]=1[C:55]([O:38][C@:9]([C:3]1[CH:4]=[CH:5][C:6]([F:8])=[CH:7][C:2]=1[F:1])([CH2:32][N:33]1[CH:37]=[N:36][CH:35]=[N:34]1)[C@H:10]([S:12][C@@H:13]1[CH2:18][O:17][C@@H:16](/[CH:19]=[CH:20]/[CH:21]=[CH:22]/[C:23]2[CH:30]=[CH:29][C:26]([C:27]#[N:28])=[CH:25][C:24]=2[F:31])[O:15][CH2:14]1)[CH3:11])=[O:56])([O:44][CH2:41][CH:42]=[CH2:43])=[O:46])[CH:49]=[CH2:50], predict the reactants needed to synthesize it. (4) Given the product [CH3:7][O:8][C:9](=[O:17])[C:10]1[CH:15]=[CH:14][C:13]([N:1]2[CH2:6][CH2:5][O:4][CH2:3][CH2:2]2)=[CH:12][CH:11]=1, predict the reactants needed to synthesize it. The reactants are: [NH:1]1[CH2:6][CH2:5][O:4][CH2:3][CH2:2]1.[CH3:7][O:8][C:9](=[O:17])[C:10]1[CH:15]=[CH:14][C:13](F)=[CH:12][CH:11]=1.